From a dataset of CYP2C19 inhibition data for predicting drug metabolism from PubChem BioAssay. Regression/Classification. Given a drug SMILES string, predict its absorption, distribution, metabolism, or excretion properties. Task type varies by dataset: regression for continuous measurements (e.g., permeability, clearance, half-life) or binary classification for categorical outcomes (e.g., BBB penetration, CYP inhibition). Dataset: cyp2c19_veith. (1) The molecule is COc1ccccc1CNc1ccnc(-c2ccoc2)n1. The result is 1 (inhibitor). (2) The compound is C[C@@]1(C(NC(=O)c2cccs2)c2ccc(-c3ccccc3)cc2)C[C@H]1C1CCCCC1. The result is 0 (non-inhibitor). (3) The drug is NC12CC3CC(CC(C3)C1)C2. The result is 0 (non-inhibitor). (4) The drug is O=C1C(Cc2ccccc2)C(c2ccccc2)N1c1ccccc1. The result is 1 (inhibitor). (5) The drug is O=C(c1cc(C(F)(F)F)cc(C(F)(F)F)c1)N1CCC[C@@]2(CCN(c3ccccc3)C2)C1. The result is 0 (non-inhibitor).